The task is: Predict the product of the given reaction.. This data is from Forward reaction prediction with 1.9M reactions from USPTO patents (1976-2016). Given the reactants [N:1]1([C:7]2[CH:13]=[CH:12][CH:11]=[CH:10][C:8]=2[NH2:9])[CH2:6][CH2:5][CH2:4][CH2:3][CH2:2]1.[CH3:14][O:15][C:16]1[CH:24]=[CH:23][C:19]([CH2:20][CH2:21]Cl)=[CH:18][CH:17]=1.C(=O)([O-])[O-].[K+].[K+], predict the reaction product. The product is: [CH3:14][O:15][C:16]1[CH:24]=[CH:23][C:19]([CH2:20][CH2:21][NH:9][C:8]2[CH:10]=[CH:11][CH:12]=[CH:13][C:7]=2[N:1]2[CH2:6][CH2:5][CH2:4][CH2:3][CH2:2]2)=[CH:18][CH:17]=1.